This data is from Reaction yield outcomes from USPTO patents with 853,638 reactions. The task is: Predict the reaction yield, written as a fraction of the theoretical maximum amount of product (1.0 means a 100% yield; for example, 0.34 means a 34% yield). The product is [CH:22]1([C:20](=[O:21])[CH2:19][O:7][C:8]2[CH:9]=[C:10]([CH3:17])[C:11]([C:12]#[N:13])=[C:14]([CH3:16])[CH:15]=2)[CH2:24][CH2:23]1. The yield is 0.640. The catalyst is CC(C)=O. The reactants are C(=O)([O-])[O-].[Cs+].[Cs+].[OH:7][C:8]1[CH:15]=[C:14]([CH3:16])[C:11]([C:12]#[N:13])=[C:10]([CH3:17])[CH:9]=1.Br[CH2:19][C:20]([CH:22]1[CH2:24][CH2:23]1)=[O:21].